This data is from Reaction yield outcomes from USPTO patents with 853,638 reactions. The task is: Predict the reaction yield, written as a fraction of the theoretical maximum amount of product (1.0 means a 100% yield; for example, 0.34 means a 34% yield). The reactants are FC(F)(F)C(OC(=O)C(F)(F)F)=O.[C:14]([OH:17])(=[O:16])[CH3:15].[CH:18]([C:21]1[CH:26]=[CH:25][CH:24]=[C:23]([CH:27]([CH3:29])[CH3:28])[C:22]=1O)([CH3:20])[CH3:19]. The catalyst is O. The product is [C:14]([O:17][C:22]1[C:21]([CH:18]([CH3:19])[CH3:20])=[CH:26][CH:25]=[CH:24][C:23]=1[CH:27]([CH3:29])[CH3:28])(=[O:16])[CH3:15]. The yield is 0.860.